This data is from Retrosynthesis with 50K atom-mapped reactions and 10 reaction types from USPTO. The task is: Predict the reactants needed to synthesize the given product. (1) Given the product CCOC(=O)c1cc(C#N)c(N2CCN(C(=O)Nc3ccc(OC)cc3C)CC2)nc1C(F)(F)F, predict the reactants needed to synthesize it. The reactants are: CCOC(=O)c1cc(C#N)c(N2CCNCC2)nc1C(F)(F)F.COc1ccc(N=C=O)c(C)c1. (2) Given the product COC(=O)c1cccc2c1c1c(n2Cc2cccnc2)CCCC1=O, predict the reactants needed to synthesize it. The reactants are: COC(=O)c1cccc2[nH]c3c(c12)C(=O)CCC3.ClCc1cccnc1. (3) Given the product CC=C(C)c1cc(C(F)(F)F)c2nc(C(=O)OC)c(Cl)n2c1, predict the reactants needed to synthesize it. The reactants are: CC=C(C)[Sn](CCCC)(CCCC)CCCC.COC(=O)c1nc2c(C(F)(F)F)cc(Br)cn2c1Cl. (4) Given the product COCCN1C(=O)CCCc2cc(N)ccc21, predict the reactants needed to synthesize it. The reactants are: COCCN1C(=O)CCCc2cc([N+](=O)[O-])ccc21. (5) Given the product Cc1c([C@H](OC(C)(C)C)C(=O)O)c2n3cc(nc3c1C(C)O)-c1cccc(c1)-c1cc(F)ccc1O[C@@H](C)CCCCOC1(C)CCN2CC1, predict the reactants needed to synthesize it. The reactants are: COC(=O)[C@@H](OC(C)(C)C)c1c(C)c(C(C)O)c2nc3cn2c1N1CCC(C)(CC1)OCCCC[C@H](C)Oc1ccc(F)cc1-c1cccc-3c1. (6) Given the product CC(C)(C)OC(=O)N1CCC(=Cc2cccc(Oc3ccc(C(F)(F)F)cc3)c2)CC1, predict the reactants needed to synthesize it. The reactants are: CC(C)(C)OC(=O)N1CCC(=O)CC1.CCOP(=O)(Cc1cccc(Oc2ccc(C(F)(F)F)cc2)c1)OCC. (7) Given the product CC(c1oc(=O)c2ccccc2c1-c1ccccc1)n1nc(-c2cccc3[nH]ncc23)c2c(N)ncnc21, predict the reactants needed to synthesize it. The reactants are: CC(c1oc(=O)c2ccccc2c1-c1ccccc1)n1nc(I)c2c(N)ncnc21.C[Sn](C)(C)c1cccc2[nH]ncc12. (8) Given the product NC(=O)c1ccc2c(c1)NC(=O)/C2=C(\Nc1ccc(Br)cc1)c1ccccc1, predict the reactants needed to synthesize it. The reactants are: N.O=C1Nc2cc(C(=O)O)ccc2/C1=C(/Nc1ccc(Br)cc1)c1ccccc1. (9) Given the product Cc1cc(/C=C/C(F)(F)F)ccc1C(=O)Nc1cnc2ncccc2c1, predict the reactants needed to synthesize it. The reactants are: Cc1cc(/C=C/C(F)(F)F)ccc1C(=O)O.Nc1cnc2ncccc2c1.